Dataset: Full USPTO retrosynthesis dataset with 1.9M reactions from patents (1976-2016). Task: Predict the reactants needed to synthesize the given product. Given the product [Br:26][C:23]1[CH:24]=[CH:25][C:20]([NH:19][C:9]2[C:8]([C:6]([OH:7])=[O:5])=[CH:13][N:12]3[C:14]([CH3:17])=[N:15][N:16]=[C:11]3[C:10]=2[Cl:18])=[C:21]([Cl:27])[CH:22]=1, predict the reactants needed to synthesize it. The reactants are: [OH-].[Na+].C([O:5][C:6]([C:8]1[C:9]([NH:19][C:20]2[CH:25]=[CH:24][C:23]([Br:26])=[CH:22][C:21]=2[Cl:27])=[C:10]([Cl:18])[C:11]2[N:12]([C:14]([CH3:17])=[N:15][N:16]=2)[CH:13]=1)=[O:7])C.C1COCC1.Cl.